From a dataset of Drug-target binding data from BindingDB using IC50 measurements. Regression. Given a target protein amino acid sequence and a drug SMILES string, predict the binding affinity score between them. We predict pIC50 (pIC50 = -log10(IC50 in M); higher means more potent). Dataset: bindingdb_ic50. (1) The pIC50 is 5.3. The target protein (P9WNF7) has sequence MNQHFDVLIIGAGLSGIGTACHVTAEFPDKTIALLERRERLGGTWDLFRYPGVRSDSDMFTFGYKFRPWRDVKVLADGASIRQYIADTATEFGVDEKIHYGLKVNTAEWSSRQCRWTVAGVHEATGETRTYTCDYLISCTGYYNYDAGYLPDFPGVHRFGGRCVHPQHWPEDLDYSGKKVVVIGSGATAVTLVPAMAGSNPGSAAHVTMLQRSPSYIFSLPAVDKISEVLGRFLPDRWVYEFGRRRNIAIQRKLYQACRRWPKLMRRLLLWEVRRRLGRSVDMSNFTPNYLPWDERLCAVPNGDLFKTLASGAASVVTDQIETFTEKGILCKSGREIEADIIVTATGLNIQMLGGMRLIVDGAEYQLPEKMTYKGVLLENAPNLAWIIGYTNASWTLKSDIAGAYLCRLLRHMADNGYTVATPRDAQDCALDVGMFDQLNSGYVKRGQDIMPRQGSKHPWRVLMHYEKDAKILLEDPIDDGVLHFAAAAQDHAAA. The small molecule is NNC(=O)c1ccncc1. (2) The small molecule is CCc1cccc(CC)c1NC(=O)c1cc(-c2ccnc(Nc3ccc(N4CCN(C)CC4)cc3OC)n2)n(C)n1. The target protein sequence is ESEDLSGRELTIDSIMNKVRDIKNKFKNEDLTDELSLNKISADTTDNSGTVNQIMMMANNPEDWLSLLLKLEKNSVPLSDALLNKLIGRYSQAIEALPPDKYGQNESFARIQVRFAELKAIQEPDDARDYFQMARANCKKFAFVHISFAQFELSQGNVKKSKQLLQKAVERGAVPLEMLEIALRNLNLQKKQLLSEEEKKNLSASTVLTAQESFSGSLGHLQNRNNSCDSRGQTTKARFLYGENMPPQDAEIGYRNSLRQTNKTKQSCPFGRVPVNLLNSPDCDVKTDDSVVPCFMKRQTSRSECRDLVVPGSKPSGNDSCELRNLKSVQNSHFKEPLVSDEKSSELIITDSITLKNKTESSLLAKLEETKEYQEPEVPESNQKQWQSKRKSECINQNPAASSNHWQIPELARKVNTEQKHTTFEQPVFSVSKQSPPISTSKWFDPKSICKTPSSNTLDDYMSCFRTPVVKNDFPPACQLSTPYGQPACFQQQQHQILAT.... The pIC50 is 6.7. (3) The small molecule is NC(N)=NN=Cc1ccc(N(c2ccccc2)c2ccccc2)cc1. The target protein (O00487) has sequence MDRLLRLGGGMPGLGQGPPTDAPAVDTAEQVYISSLALLKMLKHGRAGVPMEVMGLMLGEFVDDYTVRVIDVFAMPQSGTGVSVEAVDPVFQAKMLDMLKQTGRPEMVVGWYHSHPGFGCWLSGVDINTQQSFEALSERAVAVVVDPIQSVKGKVVIDAFRLINANMMVLGHEPRQTTSNLGHLNKPSIQALIHGLNRHYYSITINYRKNELEQKMLLNLHKKSWMEGLTLQDYSEHCKHNESVVKEMLELAKNYNKAVEEEDKMTPEQLAIKNVGKQDPKRHLEEHVDVLMTSNIVQCLAAMLDTVVFK. The pIC50 is 4.7.